Dataset: Full USPTO retrosynthesis dataset with 1.9M reactions from patents (1976-2016). Task: Predict the reactants needed to synthesize the given product. (1) The reactants are: [NH2:1][C@@H:2]([C:6]1[CH:11]=[CH:10][CH:9]=[CH:8][C:7]=1[CH3:12])[C:3](O)=O.C[O:14][C:15](=O)[C@H:16]([CH2:18][CH:19]([CH3:21])[CH3:20])[NH2:17].C([C@@H]1NC[C@H](CC(C)C)NC1=O)C(C)C. Given the product [CH2:18]([C@@H:16]1[NH:17][CH2:3][C@H:2]([C:6]2[CH:11]=[CH:10][CH:9]=[CH:8][C:7]=2[CH3:12])[NH:1][C:15]1=[O:14])[CH:19]([CH3:21])[CH3:20], predict the reactants needed to synthesize it. (2) Given the product [NH2:10][C@@H:7]1[C:8](=[O:9])[N:4]2[C@H:5]1[S:6][C:2]([CH3:14])([CH3:1])[C@@H:3]2[C:11]([O:13][CH3:19])=[O:12], predict the reactants needed to synthesize it. The reactants are: [CH3:1][C:2]1([CH3:14])[S:6][C@@H:5]2[C@H:7]([NH2:10])[C:8](=[O:9])[N:4]2[C@H:3]1[C:11]([OH:13])=[O:12].O=S(Cl)Cl.[C:19](Cl)(C(Cl)=O)=O.[Si](C=[N+]=[N-])(C)(C)C.